From a dataset of Full USPTO retrosynthesis dataset with 1.9M reactions from patents (1976-2016). Predict the reactants needed to synthesize the given product. (1) Given the product [CH:21]1([O:1][N:2]2[C:7]([CH3:8])([CH3:9])[CH2:6][CH:5]([OH:10])[CH2:4][C:3]2([CH3:12])[CH3:11])[CH2:26][CH2:25][CH2:24][CH2:23][CH2:22]1, predict the reactants needed to synthesize it. The reactants are: [OH:1][N:2]1[C:7]([CH3:9])([CH3:8])[CH2:6][CH:5]([OH:10])[CH2:4][C:3]1([CH3:12])[CH3:11].S(=O)(=O)(O)O.O.OO.[CH2:21]1[CH2:26][CH2:25][CH2:24][CH2:23][CH2:22]1. (2) Given the product [CH2:1]([N:8]1[C:16]2[C:11](=[CH:12][C:13]([C:36]3[CH:37]=[CH:38][C:33]([O:32][CH3:31])=[CH:34][CH:35]=3)=[CH:14][CH:15]=2)[C:10]([CH3:18])=[C:9]1[C:19]1[CH:24]=[CH:23][CH:22]=[CH:21][CH:20]=1)[C:2]1[CH:7]=[CH:6][CH:5]=[CH:4][CH:3]=1, predict the reactants needed to synthesize it. The reactants are: [CH2:1]([N:8]1[C:16]2[C:11](=[CH:12][C:13](Br)=[CH:14][CH:15]=2)[C:10]([CH3:18])=[C:9]1[C:19]1[CH:24]=[CH:23][CH:22]=[CH:21][CH:20]=1)[C:2]1[CH:7]=[CH:6][CH:5]=[CH:4][CH:3]=1.C([O-])([O-])=O.[K+].[K+].[CH3:31][O:32][C:33]1[CH:38]=[CH:37][C:36](B(O)O)=[CH:35][CH:34]=1.ClCCl. (3) Given the product [Br:31][CH2:18][C:14]([CH:12]1[CH2:13][CH:11]1[C:9]1[N:10]=[C:6]2[C:5]([CH3:17])=[N:4][CH:3]=[C:2]([CH3:1])[N:7]2[N:8]=1)=[O:15], predict the reactants needed to synthesize it. The reactants are: [CH3:1][C:2]1[N:7]2[N:8]=[C:9]([CH:11]3[CH2:13][CH:12]3[C:14](Cl)=[O:15])[N:10]=[C:6]2[C:5]([CH3:17])=[N:4][CH:3]=1.[CH3:18][Si](C=[N+]=[N-])(C)C.CCCCCC.[BrH:31].C(O)(=O)C.C(=O)(O)[O-].[Na+].